This data is from Full USPTO retrosynthesis dataset with 1.9M reactions from patents (1976-2016). The task is: Predict the reactants needed to synthesize the given product. The reactants are: [C:1]([NH:9][CH2:10][CH2:11][CH2:12]/[CH:13]=[CH:14]/[C:15]([NH:17][C:18]1[CH:23]=[CH:22][CH:21]=[CH:20][C:19]=1[NH:24]C(=O)OC(C)(C)C)=[O:16])(=[O:8])[C:2]1[CH:7]=[CH:6][CH:5]=[CH:4][CH:3]=1.Cl.C([O-])([O-])=O.[K+].[K+]. Given the product [NH2:24][C:19]1[CH:20]=[CH:21][CH:22]=[CH:23][C:18]=1[NH:17][C:15](=[O:16])/[CH:14]=[CH:13]/[CH2:12][CH2:11][CH2:10][NH:9][C:1](=[O:8])[C:2]1[CH:3]=[CH:4][CH:5]=[CH:6][CH:7]=1, predict the reactants needed to synthesize it.